From a dataset of Forward reaction prediction with 1.9M reactions from USPTO patents (1976-2016). Predict the product of the given reaction. (1) Given the reactants P(Cl)(Cl)([Cl:3])=O.[CH3:6][S:7][C:8]1[N:9]=[CH:10][C:11]2[C:17](=O)[NH:16][CH:15]=[C:14]([C:19]3[C:27]4[C:22](=[CH:23][C:24]([C:28]#[N:29])=[CH:25][CH:26]=4)[NH:21][CH:20]=3)[C:12]=2[N:13]=1, predict the reaction product. The product is: [Cl:3][C:17]1[C:11]2[CH:10]=[N:9][C:8]([S:7][CH3:6])=[N:13][C:12]=2[C:14]([C:19]2[C:27]3[C:22](=[CH:23][C:24]([C:28]#[N:29])=[CH:25][CH:26]=3)[NH:21][CH:20]=2)=[CH:15][N:16]=1. (2) Given the reactants [CH3:1][C:2]1[CH:6]=[C:5]([CH3:7])[NH:4][C:3]=1[CH:8]=[C:9]1[C:17]2[C:12](=[CH:13][CH:14]=[CH:15][CH:16]=2)[NH:11][C:10]1=[O:18].C([O-])([O-])=O.[Cs+].[Cs+].Cl[CH2:26][O:27][C:28](=[O:30])[CH3:29], predict the reaction product. The product is: [CH3:1][C:2]1[CH:6]=[C:5]([CH3:7])[NH:4][C:3]=1[CH:8]=[C:9]1[C:17]2[C:12](=[CH:13][CH:14]=[CH:15][CH:16]=2)[N:11]([CH2:26][O:27][C:28](=[O:30])[CH3:29])[C:10]1=[O:18]. (3) Given the reactants [Cl-].[CH3:2][O:3][CH2:4][PH3+].CC(C)([O-])C.[K+].[CH:12]([CH:14]1[CH2:19][CH2:18][CH2:17][N:16]([C:20]([O:22][C:23]([CH3:26])([CH3:25])[CH3:24])=[O:21])[CH2:15]1)=O, predict the reaction product. The product is: [CH3:2][O:3][CH:4]=[CH:12][CH:14]1[CH2:19][CH2:18][CH2:17][N:16]([C:20]([O:22][C:23]([CH3:24])([CH3:26])[CH3:25])=[O:21])[CH2:15]1.